From a dataset of Catalyst prediction with 721,799 reactions and 888 catalyst types from USPTO. Predict which catalyst facilitates the given reaction. Reactant: [C:1]([N:5]1[CH2:14][CH2:13][C:12]2[C:7](=[CH:8][CH:9]=[CH:10][CH:11]=2)[CH:6]1[CH:15]1[CH2:20][CH2:19][CH2:18][CH2:17][CH2:16]1)(=[O:4])[CH:2]=[CH2:3].Cl.[NH2:22][CH2:23][C:24]1([OH:30])[CH2:29][CH2:28][CH2:27][CH2:26][CH2:25]1.C(N(CC)CC)C. Product: [CH:15]1([CH:6]2[C:7]3[C:12](=[CH:11][CH:10]=[CH:9][CH:8]=3)[CH2:13][CH2:14][N:5]2[C:1](=[O:4])[CH2:2][CH2:3][NH:22][CH2:23][C:24]2([OH:30])[CH2:29][CH2:28][CH2:27][CH2:26][CH2:25]2)[CH2:20][CH2:19][CH2:18][CH2:17][CH2:16]1. The catalyst class is: 41.